This data is from Full USPTO retrosynthesis dataset with 1.9M reactions from patents (1976-2016). The task is: Predict the reactants needed to synthesize the given product. (1) Given the product [CH3:1][C:2]1[C:10]2[C:5](=[CH:6][CH:7]=[CH:8][C:9]=2[NH:11][C:12]([C:14]2[N:18]3[CH:19]=[CH:20][C:21]([CH2:23][CH2:24][N:34]4[CH2:38][CH2:37][CH2:36][CH2:35]4)=[CH:22][C:17]3=[N:16][CH:15]=2)=[O:13])[N:4]([CH2:26][C:27]2[CH:32]=[CH:31][CH:30]=[C:29]([CH3:33])[N:28]=2)[N:3]=1, predict the reactants needed to synthesize it. The reactants are: [CH3:1][C:2]1[C:10]2[C:5](=[CH:6][CH:7]=[CH:8][C:9]=2[NH:11][C:12]([C:14]2[N:18]3[CH:19]=[CH:20][C:21]([CH2:23][CH:24]=O)=[CH:22][C:17]3=[N:16][CH:15]=2)=[O:13])[N:4]([CH2:26][C:27]2[CH:32]=[CH:31][CH:30]=[C:29]([CH3:33])[N:28]=2)[N:3]=1.[NH:34]1[CH2:38][CH2:37][CH2:36][CH2:35]1. (2) The reactants are: Br[C:2]1[CH:3]=[C:4]([CH:6]=[CH:7][CH:8]=1)[NH2:5].[CH:9]1([S:12]([O-:14])=[O:13])[CH2:11][CH2:10]1.[Na+].N1CCC[C@H]1C(O)=O.[OH-].[Na+]. Given the product [CH:9]1([S:12]([C:2]2[CH:3]=[C:4]([CH:6]=[CH:7][CH:8]=2)[NH2:5])(=[O:14])=[O:13])[CH2:11][CH2:10]1, predict the reactants needed to synthesize it. (3) Given the product [Cl:1][C:2]1[C:18]([C:19]2([C:22]#[N:23])[CH2:21][CH2:20]2)=[CH:17][CH:16]=[CH:15][C:3]=1[C:4]([NH:6][C:7]1[CH:12]=[C:11]([O:13][C:25]2[CH:30]=[CH:29][C:28]([N+:31]([O-:33])=[O:32])=[CH:27][N:26]=2)[CH:10]=[CH:9][C:8]=1[F:14])=[O:5], predict the reactants needed to synthesize it. The reactants are: [Cl:1][C:2]1[C:18]([C:19]2([C:22]#[N:23])[CH2:21][CH2:20]2)=[CH:17][CH:16]=[CH:15][C:3]=1[C:4]([NH:6][C:7]1[CH:12]=[C:11]([OH:13])[CH:10]=[CH:9][C:8]=1[F:14])=[O:5].Cl[C:25]1[CH:30]=[CH:29][C:28]([N+:31]([O-:33])=[O:32])=[CH:27][N:26]=1.C(=O)([O-])[O-].[K+].[K+].CN(C)C=O. (4) Given the product [N+:19]([C:22]1[CH:40]=[CH:39][C:25]([CH2:26][O:27][C:28]([C:30]2[N:31]3[C@H:34]([S:35][CH:36]=2)[C:33]([CH:14]([O:15][C:51](=[O:53])[CH3:52])[C:2]2[N:3]=[C:4]4[CH:13]=[N:12][C:11]5[C:6](=[CH:7][CH:8]=[CH:9][CH:10]=5)[N:5]4[CH:1]=2)([Br:37])[C:32]3=[O:38])=[O:29])=[CH:24][CH:23]=1)([O-:21])=[O:20], predict the reactants needed to synthesize it. The reactants are: [CH:1]1[N:5]2[C:6]3[C:11]([N:12]=[CH:13][C:4]2=[N:3][C:2]=1[CH:14]=[O:15])=[CH:10][CH:9]=[CH:8][CH:7]=3.[Mg+2].[Br-].[Br-].[N+:19]([C:22]1[CH:40]=[CH:39][C:25]([CH2:26][O:27][C:28]([C:30]2[N:31]3[C@H:34]([S:35][CH:36]=2)[C@@H:33]([Br:37])[C:32]3=[O:38])=[O:29])=[CH:24][CH:23]=1)([O-:21])=[O:20].CNC1(NC)C=CN=CC1.[C:51](OC(=O)C)(=[O:53])[CH3:52].C(O)(=O)CC(CC(O)=O)(C(O)=O)O. (5) Given the product [CH:11]([N:14]1[CH2:19][CH2:18][CH:17]([NH:20][S:21]([CH2:24][CH2:25][NH:26][C:8]([C:5]2[CH:4]=[CH:3][C:2]([Cl:1])=[CH:7][N:6]=2)=[O:10])(=[O:22])=[O:23])[CH2:16][CH2:15]1)([CH3:13])[CH3:12].[CH:11]([N:14]1[CH2:15][CH2:16][CH:17]([S+:21]=[CH:24][CH2:25][NH:26][C:8]([C:5]2[CH:4]=[CH:3][C:2]([Cl:1])=[CH:7][N:6]=2)=[O:10])[CH2:18][CH2:19]1)([CH3:12])[CH3:13], predict the reactants needed to synthesize it. The reactants are: [Cl:1][C:2]1[CH:3]=[CH:4][C:5]([C:8]([OH:10])=O)=[N:6][CH:7]=1.[CH:11]([N:14]1[CH2:19][CH2:18][CH:17]([NH:20][S:21]([CH2:24][CH2:25][NH2:26])(=[O:23])=[O:22])[CH2:16][CH2:15]1)([CH3:13])[CH3:12]. (6) Given the product [CH:2]([C:6]1[C:7]([CH3:24])=[N:8][C:9]([N:19]2[CH:23]=[CH:22][CH:21]=[N:20]2)=[N:10][C:11]=1[N:12]1[CH2:13][CH2:14][CH:15]([CH3:18])[CH2:16][CH2:17]1)([CH2:4][CH3:5])[CH3:3], predict the reactants needed to synthesize it. The reactants are: Cl.[CH:2]([C:6]1[C:7]([CH:24](C(OC)=O)C(OC)=O)=[N:8][C:9]([N:19]2[CH:23]=[CH:22][CH:21]=[N:20]2)=[N:10][C:11]=1[N:12]1[CH2:17][CH2:16][CH:15]([CH3:18])[CH2:14][CH2:13]1)([CH2:4][CH3:5])[CH3:3].[OH-].[Na+]. (7) The reactants are: [CH:1]([C@H:3]1[CH2:7][CH2:6][C:5](=[O:8])[N:4]1[CH2:9][CH2:10][CH2:11][CH2:12][CH2:13][CH2:14][C:15]([O:17]C)=[O:16])=O.[CH3:19][C@@H:20]([CH2:30][CH2:31][CH2:32][C:33]1[CH:38]=[CH:37][CH:36]=[CH:35][CH:34]=1)[C:21](=[O:29])[CH2:22]P(=O)(OC)OC. Given the product [OH:29][C@@H:21]([C@@H:20]([CH3:19])[CH2:30][CH2:31][CH2:32][C:33]1[CH:34]=[CH:35][CH:36]=[CH:37][CH:38]=1)/[CH:22]=[CH:1]/[C@H:3]1[CH2:7][CH2:6][C:5](=[O:8])[N:4]1[CH2:9][CH2:10][CH2:11][CH2:12][CH2:13][CH2:14][C:15]([OH:17])=[O:16], predict the reactants needed to synthesize it. (8) Given the product [OH:44][C@H:31]([C:32]1[CH:37]=[CH:36][C:35]([OH:38])=[C:34]([NH:39][S:40]([CH3:43])(=[O:42])=[O:41])[CH:33]=1)[CH2:30][NH:29][CH2:28][CH2:27][C:24]1[CH:23]=[CH:22][C:21]([NH:20][CH:17]2[CH2:16][CH2:15][N:14]([C:12]([N:9]3[CH2:8][CH2:7][CH:6]([C:4]([OH:5])=[O:3])[CH2:11][CH2:10]3)=[O:13])[CH2:19][CH2:18]2)=[CH:26][CH:25]=1, predict the reactants needed to synthesize it. The reactants are: C([O:3][C:4]([CH:6]1[CH2:11][CH2:10][N:9]([C:12]([N:14]2[CH2:19][CH2:18][CH:17]([NH:20][C:21]3[CH:26]=[CH:25][C:24]([CH2:27][CH2:28][NH:29][CH2:30][C@H:31]([OH:44])[C:32]4[CH:37]=[CH:36][C:35]([OH:38])=[C:34]([NH:39][S:40]([CH3:43])(=[O:42])=[O:41])[CH:33]=4)=[CH:23][CH:22]=3)[CH2:16][CH2:15]2)=[O:13])[CH2:8][CH2:7]1)=[O:5])C.[OH-].[Na+].Cl. (9) Given the product [CH:4]([C:7]1[S:8][C:9]([CH3:16])=[C:10]([C:12]([OH:14])=[O:13])[N:11]=1)([CH3:6])[CH3:5], predict the reactants needed to synthesize it. The reactants are: O.[OH-].[Li+].[CH:4]([C:7]1[S:8][C:9]([CH3:16])=[C:10]([C:12]([O:14]C)=[O:13])[N:11]=1)([CH3:6])[CH3:5].